From a dataset of NCI-60 drug combinations with 297,098 pairs across 59 cell lines. Regression. Given two drug SMILES strings and cell line genomic features, predict the synergy score measuring deviation from expected non-interaction effect. (1) Drug 1: C(CC(=O)O)C(=O)CN.Cl. Drug 2: C(CN)CNCCSP(=O)(O)O. Cell line: SK-MEL-5. Synergy scores: CSS=20.1, Synergy_ZIP=0.0819, Synergy_Bliss=-2.94, Synergy_Loewe=-7.45, Synergy_HSA=-2.64. (2) Drug 1: CNC(=O)C1=CC=CC=C1SC2=CC3=C(C=C2)C(=NN3)C=CC4=CC=CC=N4. Drug 2: CN1CCC(CC1)COC2=C(C=C3C(=C2)N=CN=C3NC4=C(C=C(C=C4)Br)F)OC. Cell line: IGROV1. Synergy scores: CSS=35.6, Synergy_ZIP=0.0964, Synergy_Bliss=1.22, Synergy_Loewe=-14.0, Synergy_HSA=1.30. (3) Drug 1: C1=CC(=CC=C1CC(C(=O)O)N)N(CCCl)CCCl.Cl. Drug 2: C1C(C(OC1N2C=C(C(=O)NC2=O)F)CO)O. Cell line: BT-549. Synergy scores: CSS=11.7, Synergy_ZIP=-12.4, Synergy_Bliss=-17.8, Synergy_Loewe=-15.0, Synergy_HSA=-13.8. (4) Cell line: SF-295. Drug 2: CC12CCC3C(C1CCC2O)C(CC4=C3C=CC(=C4)O)CCCCCCCCCS(=O)CCCC(C(F)(F)F)(F)F. Drug 1: C1=CC(=CC=C1CCC2=CNC3=C2C(=O)NC(=N3)N)C(=O)NC(CCC(=O)O)C(=O)O. Synergy scores: CSS=28.1, Synergy_ZIP=2.87, Synergy_Bliss=2.11, Synergy_Loewe=-3.24, Synergy_HSA=2.14. (5) Drug 1: COC1=CC(=CC(=C1O)OC)C2C3C(COC3=O)C(C4=CC5=C(C=C24)OCO5)OC6C(C(C7C(O6)COC(O7)C8=CC=CS8)O)O. Drug 2: CC1=C(C=C(C=C1)NC(=O)C2=CC=C(C=C2)CN3CCN(CC3)C)NC4=NC=CC(=N4)C5=CN=CC=C5. Cell line: SW-620. Synergy scores: CSS=37.4, Synergy_ZIP=5.98, Synergy_Bliss=5.76, Synergy_Loewe=-25.0, Synergy_HSA=0.895. (6) Drug 1: CC1C(C(=O)NC(C(=O)N2CCCC2C(=O)N(CC(=O)N(C(C(=O)O1)C(C)C)C)C)C(C)C)NC(=O)C3=C4C(=C(C=C3)C)OC5=C(C(=O)C(=C(C5=N4)C(=O)NC6C(OC(=O)C(N(C(=O)CN(C(=O)C7CCCN7C(=O)C(NC6=O)C(C)C)C)C)C(C)C)C)N)C. Drug 2: C1CN(P(=O)(OC1)NCCCl)CCCl. Cell line: RPMI-8226. Synergy scores: CSS=7.75, Synergy_ZIP=-5.44, Synergy_Bliss=-7.03, Synergy_Loewe=-50.6, Synergy_HSA=-10.3. (7) Drug 1: C1=CC(=CC=C1CCC2=CNC3=C2C(=O)NC(=N3)N)C(=O)NC(CCC(=O)O)C(=O)O. Drug 2: CC1=C(C=C(C=C1)NC(=O)C2=CC=C(C=C2)CN3CCN(CC3)C)NC4=NC=CC(=N4)C5=CN=CC=C5. Cell line: SR. Synergy scores: CSS=15.0, Synergy_ZIP=-14.9, Synergy_Bliss=-28.7, Synergy_Loewe=-55.8, Synergy_HSA=-29.0. (8) Drug 1: CC1=C(C=C(C=C1)NC2=NC=CC(=N2)N(C)C3=CC4=NN(C(=C4C=C3)C)C)S(=O)(=O)N.Cl. Drug 2: C(CCl)NC(=O)N(CCCl)N=O. Cell line: CCRF-CEM. Synergy scores: CSS=15.1, Synergy_ZIP=-1.80, Synergy_Bliss=2.82, Synergy_Loewe=-1.48, Synergy_HSA=1.90.